This data is from Forward reaction prediction with 1.9M reactions from USPTO patents (1976-2016). The task is: Predict the product of the given reaction. (1) Given the reactants [C:1]([O:9][C@@H:10]([CH2:89][C:90]([Br:92])=[CH2:91])[CH2:11][CH2:12][C@@:13]12[O:88][C@@H:16]3[C@H:17]4[C@@H:22]([O:23][C@@H:15]3[CH2:14]1)[C@@H:21]([O:24]2)[C@H:20]1[O:25][C@@H:26]([CH2:29][C:30](=[O:87])[CH:31]([C@@H:41]2[C@@H:45]([O:46][CH3:47])[C@@H:44]([CH2:48][C@H:49]([O:59][Si:60]([C:63]([CH3:66])([CH3:65])[CH3:64])([CH3:62])[CH3:61])[CH2:50][O:51][Si:52]([C:55]([CH3:58])([CH3:57])[CH3:56])([CH3:54])[CH3:53])[O:43][C@H:42]2[CH2:67][C@@H:68]2[C:73](=[CH2:74])[C@H:72]([CH3:75])[CH2:71][C@H:70]([CH2:76][CH2:77][CH2:78][O:79][Si:80]([CH2:85][CH3:86])([CH2:83][CH3:84])[CH2:81][CH3:82])[O:69]2)S(C2C=CC=CC=2)(=O)=O)[CH2:27][CH2:28][C@@H:19]1[O:18]4)(=[O:8])[C:2]1[CH:7]=[CH:6][CH:5]=[CH:4][CH:3]=1.C(C(C(C([O-])=O)O)O)([O-])=O.[Na+].[K+].C(=O)([O-])[O-].[K+].[K+], predict the reaction product. The product is: [C:1]([O:9][C@@H:10]([CH2:89][C:90]([Br:92])=[CH2:91])[CH2:11][CH2:12][C@@:13]12[O:88][C@@H:16]3[C@H:17]4[C@@H:22]([O:23][C@@H:15]3[CH2:14]1)[C@@H:21]([O:24]2)[C@H:20]1[O:25][C@@H:26]([CH2:29][C:30](=[O:87])[CH2:31][C@@H:41]2[C@@H:45]([O:46][CH3:47])[C@@H:44]([CH2:48][C@H:49]([O:59][Si:60]([C:63]([CH3:65])([CH3:66])[CH3:64])([CH3:61])[CH3:62])[CH2:50][O:51][Si:52]([C:55]([CH3:58])([CH3:57])[CH3:56])([CH3:54])[CH3:53])[O:43][C@H:42]2[CH2:67][C@@H:68]2[C:73](=[CH2:74])[C@H:72]([CH3:75])[CH2:71][C@H:70]([CH2:76][CH2:77][CH2:78][O:79][Si:80]([CH2:81][CH3:82])([CH2:85][CH3:86])[CH2:83][CH3:84])[O:69]2)[CH2:27][CH2:28][C@@H:19]1[O:18]4)(=[O:8])[C:2]1[CH:3]=[CH:4][CH:5]=[CH:6][CH:7]=1. (2) Given the reactants ClC1C=CC=C(Cl)[C:3]=1[N:9]1C=C2C(NC3C=C(NC)N=CN=3)=NC=CC2=N1.Cl[C:28]1[N:33]=[C:32]([NH:34][C:35]2[C:40]3=[CH:41][N:42]([C:44]4[C:49]([Cl:50])=[CH:48][CH:47]=[CH:46][C:45]=4[Cl:51])[N:43]=[C:39]3[CH:38]=[CH:37][N:36]=2)[CH:31]=[C:30]([CH3:52])[N:29]=1.CN, predict the reaction product. The product is: [Cl:51][C:45]1[CH:46]=[CH:47][CH:48]=[C:49]([Cl:50])[C:44]=1[N:42]1[CH:41]=[C:40]2[C:35]([NH:34][C:32]3[CH:31]=[C:30]([CH3:52])[N:29]=[C:28]([NH:9][CH3:3])[N:33]=3)=[N:36][CH:37]=[CH:38][C:39]2=[N:43]1. (3) The product is: [NH2:14][C@@:8]([C:6]1[CH:7]=[C:2]([Br:1])[CH:3]=[CH:4][C:5]=1[F:21])([CH3:13])[C:9]([CH3:10])([OH:12])[CH3:11]. Given the reactants [Br:1][C:2]1[CH:3]=[CH:4][C:5]([F:21])=[C:6]([C@:8]([NH:14][S@](C(C)(C)C)=O)([CH3:13])[C:9]([OH:12])([CH3:11])[CH3:10])[CH:7]=1.Cl, predict the reaction product. (4) Given the reactants FC(F)(F)S(O[C:7]1[C@:8]2([CH2:24][CH2:23][C@H:22]3[C@@H:13]([CH2:14][CH2:15][C:16]4[CH:17]=[C:18]([C:25]#[N:26])[CH:19]=[CH:20][C:21]=43)[C@@H:10]2[CH2:11][CH:12]=1)[CH3:9])(=O)=O.[N:29]1[CH:34]=[C:33](B(O)O)[CH:32]=[N:31][CH:30]=1, predict the reaction product. The product is: [N:29]1[CH:34]=[C:33]([C:7]2[C@:8]3([CH2:24][CH2:23][C@H:22]4[C@@H:13]([CH2:14][CH2:15][C:16]5[CH:17]=[C:18]([C:25]#[N:26])[CH:19]=[CH:20][C:21]=54)[C@@H:10]3[CH2:11][CH:12]=2)[CH3:9])[CH:32]=[N:31][CH:30]=1. (5) Given the reactants [OH:1][C:2]1[CH:11]=[CH:10][C:9]2[C:8](=[O:12])[CH2:7][CH2:6][CH2:5][C:4]=2[C:3]=1[CH2:13][S:14][C:15]1[CH:16]=[C:17]([CH:22]=[CH:23][CH:24]=1)[C:18]([O:20][CH3:21])=[O:19].[N:25]1([CH2:30][C@@H:31]([C:33]2[CH:38]=[CH:37][CH:36]=[CH:35][CH:34]=2)O)[CH:29]=[CH:28][N:27]=[CH:26]1.C1C=CC(P(C2C=CC=CC=2)C2C=CC=CC=2)=CC=1.N(C(OCC)=O)=NC(OCC)=O, predict the reaction product. The product is: [N:25]1([CH2:30][C@@H:31]([O:1][C:2]2[CH:11]=[CH:10][C:9]3[C:8](=[O:12])[CH2:7][CH2:6][CH2:5][C:4]=3[C:3]=2[CH2:13][S:14][C:15]2[CH:16]=[C:17]([CH:22]=[CH:23][CH:24]=2)[C:18]([O:20][CH3:21])=[O:19])[C:33]2[CH:38]=[CH:37][CH:36]=[CH:35][CH:34]=2)[CH:29]=[CH:28][N:27]=[CH:26]1. (6) Given the reactants C([O:8][C:9]1[CH:14]=[CH:13][C:12]([N:15]([CH2:31][CH:32](OC)OC)[C:16]([NH:18][C:19]2[CH:24]=[CH:23][C:22]([O:25][CH2:26][CH2:27][N:28]([CH3:30])[CH3:29])=[CH:21][CH:20]=2)=[O:17])=[CH:11][CH:10]=1)C1C=CC=CC=1, predict the reaction product. The product is: [CH3:29][N:28]([CH3:30])[CH2:27][CH2:26][O:25][C:22]1[CH:21]=[CH:20][C:19]([N:18]2[CH:32]=[CH:31][N:15]([C:12]3[CH:13]=[CH:14][C:9]([OH:8])=[CH:10][CH:11]=3)[C:16]2=[O:17])=[CH:24][CH:23]=1. (7) The product is: [NH2:15][C:16]1[CH:25]=[C:24]2[C:19]([CH:20]=[C:21]([C:29]3[CH:34]=[C:33]([NH2:35])[C:32]([F:36])=[CH:31][C:30]=3[CH3:37])[C:22](=[O:28])[N:23]2[CH2:26][CH3:27])=[CH:18][N:17]=1. Given the reactants C(O)(C(F)(F)F)=O.COC1C=CC(C[NH:15][C:16]2[CH:25]=[C:24]3[C:19]([CH:20]=[C:21]([C:29]4[CH:34]=[C:33]([NH2:35])[C:32]([F:36])=[CH:31][C:30]=4[CH3:37])[C:22](=[O:28])[N:23]3[CH2:26][CH3:27])=[CH:18][N:17]=2)=CC=1, predict the reaction product.